Regression. Given two drug SMILES strings and cell line genomic features, predict the synergy score measuring deviation from expected non-interaction effect. From a dataset of NCI-60 drug combinations with 297,098 pairs across 59 cell lines. Drug 1: CC1=C(C=C(C=C1)C(=O)NC2=CC(=CC(=C2)C(F)(F)F)N3C=C(N=C3)C)NC4=NC=CC(=N4)C5=CN=CC=C5. Drug 2: C1=CC=C(C(=C1)C(C2=CC=C(C=C2)Cl)C(Cl)Cl)Cl. Cell line: NCI-H460. Synergy scores: CSS=4.82, Synergy_ZIP=-1.89, Synergy_Bliss=-0.257, Synergy_Loewe=3.07, Synergy_HSA=-1.04.